Dataset: Catalyst prediction with 721,799 reactions and 888 catalyst types from USPTO. Task: Predict which catalyst facilitates the given reaction. (1) Reactant: [CH2:1]([O:3][C:4](=[O:22])[C:5]([CH3:21])([O:14][C:15]1[CH:20]=[CH:19][CH:18]=[CH:17][CH:16]=1)[CH2:6][C:7]1[CH:12]=[CH:11][C:10]([OH:13])=[CH:9][CH:8]=1)[CH3:2].[C:23]1(C2C=CC=CC=2)[CH:28]=[CH:27][CH:26]=[CH:25][C:24]=1[C:29]1[O:30][C:31]([CH3:47])=[C:32]([CH2:34][CH2:35]OS(C2C=CC(C)=CC=2)(=O)=O)[N:33]=1.C([O-])([O-])=O.[Cs+].[Cs+]. Product: [CH2:1]([O:3][C:4](=[O:22])[C:5]([CH3:21])([O:14][C:15]1[CH:20]=[CH:19][CH:18]=[CH:17][CH:16]=1)[CH2:6][C:7]1[CH:12]=[CH:11][C:10]([O:13][CH2:35][CH2:34][C:32]2[N:33]=[C:29]([C:24]3[CH:23]=[CH:28][C:27]([C:7]4[CH:12]=[CH:11][CH:10]=[CH:9][CH:8]=4)=[CH:26][CH:25]=3)[O:30][C:31]=2[CH3:47])=[CH:9][CH:8]=1)[CH3:2]. The catalyst class is: 39. (2) Reactant: S([O-])([O-])=O.[Na+].[Na+].[Cl:7][C:8]1[CH:16]=[CH:15][C:14]([S:17](F)(=[O:19])=[O:18])=[CH:13][C:9]=1[C:10]([OH:12])=[O:11].[OH-].[Na+].Cl. Product: [Cl:7][C:8]1[CH:16]=[CH:15][C:14]([S:17]([OH:19])=[O:18])=[CH:13][C:9]=1[C:10]([OH:12])=[O:11]. The catalyst class is: 6.